This data is from Forward reaction prediction with 1.9M reactions from USPTO patents (1976-2016). The task is: Predict the product of the given reaction. Given the reactants [N+:1]([C:4]1[CH:31]=[CH:30][C:7]([C:8]([O:10][C@@H:11]2[CH2:15][C@@H:14]([C:16]([O:18][CH2:19]C3C=CC=CC=3)=[O:17])[C@H:13]([C:26]([O:28]C)=[O:27])[CH2:12]2)=[O:9])=[CH:6][CH:5]=1)([O-:3])=[O:2].C([O-])=O.[Na+], predict the reaction product. The product is: [CH3:19][O:18][C:16]([C@@H:14]1[CH2:15][C@H:11]([O:10][C:8](=[O:9])[C:7]2[CH:30]=[CH:31][C:4]([N+:1]([O-:3])=[O:2])=[CH:5][CH:6]=2)[CH2:12][C@H:13]1[C:26]([OH:28])=[O:27])=[O:17].